From a dataset of Peptide-MHC class I binding affinity with 185,985 pairs from IEDB/IMGT. Regression. Given a peptide amino acid sequence and an MHC pseudo amino acid sequence, predict their binding affinity value. This is MHC class I binding data. (1) The peptide sequence is LTLTFTGC. The MHC is H-2-Kb with pseudo-sequence H-2-Kb. The binding affinity (normalized) is 0.00936. (2) The peptide sequence is YVILKDPRI. The MHC is HLA-A02:02 with pseudo-sequence HLA-A02:02. The binding affinity (normalized) is 0.321.